From a dataset of Reaction yield outcomes from USPTO patents with 853,638 reactions. Predict the reaction yield, written as a fraction of the theoretical maximum amount of product (1.0 means a 100% yield; for example, 0.34 means a 34% yield). (1) The reactants are [NH2:1][C:2]1[CH:10]=[N:9][CH:8]=[CH:7][C:3]=1[C:4]([OH:6])=O.[CH:11]([NH2:13])=O. No catalyst specified. The product is [N:1]1[C:2]2[CH:10]=[N:9][CH:8]=[CH:7][C:3]=2[C:4](=[O:6])[NH:13][CH:11]=1. The yield is 0.720. (2) The reactants are C(=O)([O-])[O-].[Na+].[Na+].[F:7][C:8]1[CH:13]=[C:12](B(O)O)[CH:11]=[CH:10][N:9]=1.[Cl:17][C:18]1[N:23]=[C:22](Cl)[CH:21]=[CH:20][N:19]=1. The catalyst is O1CCOCC1.O.O.C1C=CC(P(C2C=CC=CC=2)[C-]2C=CC=C2)=CC=1.C1C=CC(P(C2C=CC=CC=2)[C-]2C=CC=C2)=CC=1.Cl[Pd]Cl.[Fe+2]. The product is [Cl:17][C:18]1[N:23]=[C:22]([C:12]2[CH:11]=[CH:10][N:9]=[C:8]([F:7])[CH:13]=2)[CH:21]=[CH:20][N:19]=1. The yield is 0.964.